Dataset: Catalyst prediction with 721,799 reactions and 888 catalyst types from USPTO. Task: Predict which catalyst facilitates the given reaction. (1) Reactant: [N+:1]([O-:4])(O)=[O:2].[CH3:5][C:6]1[C:15]2[C:10](=[CH:11][CH:12]=[CH:13][CH:14]=2)[CH:9]=[CH:8][CH:7]=1. Product: [CH3:5][C:6]1[C:15]2[C:10](=[CH:11][CH:12]=[CH:13][CH:14]=2)[C:9]([N+:1]([O-:4])=[O:2])=[CH:8][CH:7]=1. The catalyst class is: 6. (2) Product: [CH2:1]([O:8][C:9]1[CH:10]=[C:11]([CH:12]=[C:13]([C:15]([F:16])([F:17])[F:18])[CH:14]=1)[CH:19]=[O:20])[C:2]1[CH:3]=[CH:4][CH:5]=[CH:6][CH:7]=1. The catalyst class is: 4. Reactant: [CH2:1]([O:8][C:9]1[CH:10]=[C:11]([CH2:19][OH:20])[CH:12]=[C:13]([C:15]([F:18])([F:17])[F:16])[CH:14]=1)[C:2]1[CH:7]=[CH:6][CH:5]=[CH:4][CH:3]=1.[Cr](Cl)(O)(=O)=O.N1C=CC=CC=1. (3) Reactant: [F:1][C:2]([F:13])([F:12])[C:3](O[C:3](=O)[C:2]([F:13])([F:12])[F:1])=O.[C:14]1([C:20]2([C:27]3[CH:36]=[C:35]([O:37][CH2:38][C:39]4[CH:48]=[CH:47][C:46]5[C:41](=[CH:42][CH:43]=[CH:44][CH:45]=5)[N:40]=4)[CH:34]=[CH:33][C:28]=3[C:29]([NH:31][NH2:32])=[O:30])[CH2:25][CH:24]3[CH2:26][CH:21]2[CH2:22][CH2:23]3)[CH:19]=[CH:18][CH:17]=[CH:16][CH:15]=1.C(N(CC)CC)C.C(=O)(O)[O-].[Na+]. Product: [C:14]1([C:20]2([C:27]3[CH:36]=[C:35]([CH:34]=[CH:33][C:28]=3[C:29]3[O:30][C:3]([C:2]([F:13])([F:12])[F:1])=[N:32][N:31]=3)[O:37][CH2:38][C:39]3[CH:48]=[CH:47][C:46]4[C:41](=[CH:42][CH:43]=[CH:44][CH:45]=4)[N:40]=3)[CH2:25][CH:24]3[CH2:26][CH:21]2[CH2:22][CH2:23]3)[CH:15]=[CH:16][CH:17]=[CH:18][CH:19]=1. The catalyst class is: 2. (4) Reactant: [CH3:1][O:2][C:3]1[CH:7]=[CH:6][S:5][C:4]=1C(O)=O.C([N:13]([CH2:16]C)CC)C.[NH2:18][C:19]1[CH:24]=[CH:23][C:22]([N+:25]([O-:27])=[O:26])=[CH:21][C:20]=1[OH:28].P(N=[N+]=[N-])(OC1C=CC=CC=1)(OC1C=CC=CC=1)=[O:30]. The catalyst class is: 11. Product: [OH:28][C:20]1[CH:21]=[C:22]([N+:25]([O-:27])=[O:26])[CH:23]=[CH:24][C:19]=1[NH:18][C:16]([NH:13][C:4]1[S:5][CH:6]=[CH:7][C:3]=1[O:2][CH3:1])=[O:30]. (5) Reactant: C([O:4][C:5]1[CH:6]=[C:7]2[C:12](=[CH:13][CH:14]=1)[CH:11]=[C:10]([C:15]([NH:17][C:18]1[CH:19]=[C:20]([N:24]3[C:29](=[O:30])[C:28]([CH2:31][C:32]4[CH:33]=[N:34][CH:35]=[CH:36][CH:37]=4)=[N:27][C:26]4[CH:38]=[CH:39][CH:40]=[N:41][C:25]3=4)[CH:21]=[CH:22][CH:23]=1)=[O:16])[CH:9]=[CH:8]2)(=O)C. Product: [OH:4][C:5]1[CH:6]=[C:7]2[C:12](=[CH:13][CH:14]=1)[CH:11]=[C:10]([C:15]([NH:17][C:18]1[CH:19]=[C:20]([N:24]3[C:29](=[O:30])[C:28]([CH2:31][C:32]4[CH:33]=[N:34][CH:35]=[CH:36][CH:37]=4)=[N:27][C:26]4[CH:38]=[CH:39][CH:40]=[N:41][C:25]3=4)[CH:21]=[CH:22][CH:23]=1)=[O:16])[CH:9]=[CH:8]2. The catalyst class is: 33.